From a dataset of Full USPTO retrosynthesis dataset with 1.9M reactions from patents (1976-2016). Predict the reactants needed to synthesize the given product. (1) Given the product [CH:32]1[C:41]2[C:36](=[CH:37][CH:38]=[CH:39][CH:40]=2)[CH:35]=[CH:34][C:33]=1[C:42]([NH:1][C:2]1[CH:3]=[CH:4][C:5]([CH2:6][C:7]2[C:15]3[C:10](=[CH:11][CH:12]=[CH:13][CH:14]=3)[N:9]([CH2:16][C:17]([O:19][CH2:20][CH3:21])=[O:18])[C:8]=2[CH3:22])=[CH:23][CH:24]=1)=[O:43], predict the reactants needed to synthesize it. The reactants are: [NH2:1][C:2]1[CH:24]=[CH:23][C:5]([CH2:6][C:7]2[C:15]3[C:10](=[CH:11][CH:12]=[CH:13][CH:14]=3)[N:9]([CH2:16][C:17]([O:19][CH2:20][CH3:21])=[O:18])[C:8]=2[CH3:22])=[CH:4][CH:3]=1.C(N(CC)CC)C.[CH:32]1[C:41]2[C:36](=[CH:37][CH:38]=[CH:39][CH:40]=2)[CH:35]=[CH:34][C:33]=1[C:42](Cl)=[O:43]. (2) Given the product [CH:1]1([N:5]2[CH2:10][CH2:9][CH:8]([O:11][C:12]3[CH:17]=[CH:16][C:15]([C:18]4([C:24]5[S:26][CH:28]=[C:29]([CH3:30])[N:25]=5)[CH2:23][CH2:22][O:21][CH2:20][CH2:19]4)=[CH:14][CH:13]=3)[CH2:7][CH2:6]2)[CH2:2][CH2:3][CH2:4]1, predict the reactants needed to synthesize it. The reactants are: [CH:1]1([N:5]2[CH2:10][CH2:9][CH:8]([O:11][C:12]3[CH:17]=[CH:16][C:15]([C:18]4([C:24](=[S:26])[NH2:25])[CH2:23][CH2:22][O:21][CH2:20][CH2:19]4)=[CH:14][CH:13]=3)[CH2:7][CH2:6]2)[CH2:4][CH2:3][CH2:2]1.Cl[CH2:28][C:29](=O)[CH3:30].